The task is: Predict the product of the given reaction.. This data is from Forward reaction prediction with 1.9M reactions from USPTO patents (1976-2016). (1) Given the reactants [F:1][CH2:2][CH2:3][N:4]([CH3:12])[C:5](=[O:11])[C:6]([O:8]CC)=[O:7].[Li+].[OH-], predict the reaction product. The product is: [F:1][CH2:2][CH2:3][N:4]([CH3:12])[C:5](=[O:11])[C:6]([OH:8])=[O:7]. (2) The product is: [F:34][C:31]1[CH:32]=[CH:33][C:28]([C:22]2[C:23]([C:24]([NH:26][CH3:27])=[O:25])=[C:11]3[CH:10]=[C:9]([OH:8])[C:14]([N:15]([CH3:20])[S:16]([CH3:19])(=[O:18])=[O:17])=[CH:13][N:12]3[N:21]=2)=[CH:29][CH:30]=1. Given the reactants C([O:8][C:9]1[C:14]([N:15]([CH3:20])[S:16]([CH3:19])(=[O:18])=[O:17])=[CH:13][N:12]2[N:21]=[C:22]([C:28]3[CH:33]=[CH:32][C:31]([F:34])=[CH:30][CH:29]=3)[C:23]([C:24]([NH:26][CH3:27])=[O:25])=[C:11]2[CH:10]=1)C1C=CC=CC=1, predict the reaction product. (3) Given the reactants [NH2:1][C@H:2]([CH2:7][CH2:8][S:9][CH3:10])[C:3]([CH3:6])([OH:5])[CH3:4].C(N(CC)CC)C.[C:18](Cl)(=[O:25])[C:19]1[CH:24]=[CH:23][CH:22]=[CH:21][CH:20]=1, predict the reaction product. The product is: [OH:5][C:3]([CH3:6])([CH3:4])[C@H:2]([NH:1][C:18](=[O:25])[C:19]1[CH:24]=[CH:23][CH:22]=[CH:21][CH:20]=1)[CH2:7][CH2:8][S:9][CH3:10]. (4) Given the reactants [S:1]1[CH:5]=[CH:4][CH:3]=[C:2]1[C:6]([N:8]1[CH2:15][CH2:14][CH2:13][C@H:9]1C(O)=O)=O.Br[C:17](=[CH:23][C:24]1[CH:29]=[CH:28][N:27]=[CH:26][CH:25]=1)[C:18]([O:20][CH2:21][CH3:22])=[O:19].C([O-])([O-])=O.[Na+].[Na+], predict the reaction product. The product is: [S:1]1[CH:5]=[CH:4][CH:3]=[C:2]1[C:6]1[N:8]2[C:9]([CH2:13][CH2:14][CH2:15]2)=[C:17]([C:18]([O:20][CH2:21][CH3:22])=[O:19])[C:23]=1[C:24]1[CH:29]=[CH:28][N:27]=[CH:26][CH:25]=1. (5) The product is: [NH2:26][C:22]1[C:23]([Cl:25])=[CH:24][C:19]([C:18]([NH:17][CH2:16][C@H:12]2[CH2:11][N:10]([CH2:9][CH2:8][CH2:7][CH2:6][CH2:5][C:4]([O:3][C@@H:1]3[CH:35]4[CH2:36][CH2:37][N:32]([CH2:33][CH2:34]4)[CH2:2]3)=[O:31])[CH2:15][CH2:14][O:13]2)=[O:30])=[C:20]([O:27][CH2:28][CH3:29])[CH:21]=1. Given the reactants [CH2:1]([O:3][C:4](=[O:31])[CH2:5][CH2:6][CH2:7][CH2:8][CH2:9][N:10]1[CH2:15][CH2:14][O:13][C@@H:12]([CH2:16][NH:17][C:18](=[O:30])[C:19]2[CH:24]=[C:23]([Cl:25])[C:22]([NH2:26])=[CH:21][C:20]=2[O:27][CH2:28][CH3:29])[CH2:11]1)[CH3:2].[N:32]12CC[CH:35]([CH2:36][CH2:37]1)[CH:34](O)[CH2:33]2, predict the reaction product. (6) Given the reactants Cl[C:2]1[C:11]2[C:6](=[CH:7][CH:8]=[C:9]([F:12])[CH:10]=2)[N:5]=[C:4]([C:13]2[CH:18]=[CH:17][CH:16]=[CH:15][C:14]=2[OH:19])[N:3]=1.[NH:20]1[CH2:25][CH2:24][CH:23]([NH:26][C:27](=[O:33])[O:28][C:29]([CH3:32])([CH3:31])[CH3:30])[CH2:22][CH2:21]1.C(N(CC)CC)C, predict the reaction product. The product is: [F:12][C:9]1[CH:10]=[C:11]2[C:6](=[CH:7][CH:8]=1)[N:5]=[C:4]([C:13]1[CH:18]=[CH:17][CH:16]=[CH:15][C:14]=1[OH:19])[N:3]=[C:2]2[N:20]1[CH2:21][CH2:22][CH:23]([NH:26][C:27](=[O:33])[O:28][C:29]([CH3:31])([CH3:30])[CH3:32])[CH2:24][CH2:25]1. (7) Given the reactants Br[C:2]1[C:10]2[N:9]3[C@H:11]([CH3:16])[CH2:12][NH:13][C:14](=[O:15])[C:8]3=[CH:7][C:6]=2[CH:5]=[C:4]([F:17])[CH:3]=1.[C:18](=O)([O-])[O-].[K+].[K+].CB1OB(C)OB(C)O1, predict the reaction product. The product is: [F:17][C:4]1[CH:3]=[C:2]([CH3:18])[C:10]2[N:9]3[C@H:11]([CH3:16])[CH2:12][NH:13][C:14](=[O:15])[C:8]3=[CH:7][C:6]=2[CH:5]=1.